This data is from Serine/threonine kinase 33 screen with 319,792 compounds. The task is: Binary Classification. Given a drug SMILES string, predict its activity (active/inactive) in a high-throughput screening assay against a specified biological target. (1) The result is 0 (inactive). The molecule is O=C1C=2C(c3c(NC2c2c1cccc2)[nH]c(nc3=O)N)c1cc(OC)c(O)cc1. (2) The compound is O(CCN1CCCCC1)C(=O)c1ccc(OC)cc1. The result is 0 (inactive). (3) The result is 0 (inactive). The compound is O(c1c(C2n3[nH]cnc3=NC(=C2C(OCC)=O)c2ccccc2)cc(OC)cc1)C. (4) The compound is s1c(N2CCOCC2)c(cc1C(=O)NCc1cc2OCOc2cc1)c1ccccc1. The result is 0 (inactive). (5) The drug is N1(CCc2c1nc1c(c2N)cc(cc1)C)c1ccccc1. The result is 0 (inactive). (6) The drug is S(Cc1ccccc1)c1nc(N)cc(n1)N. The result is 0 (inactive). (7) The molecule is S=c1[nH]c(c(cc1C#N)C(OC)=O)COC. The result is 0 (inactive).